From a dataset of Peptide-MHC class I binding affinity with 185,985 pairs from IEDB/IMGT. Regression. Given a peptide amino acid sequence and an MHC pseudo amino acid sequence, predict their binding affinity value. This is MHC class I binding data. (1) The peptide sequence is AAAYFVGYLK. The MHC is Mamu-B8301 with pseudo-sequence Mamu-B8301. The binding affinity (normalized) is 0.692. (2) The peptide sequence is GPGHKARVL. The MHC is HLA-B53:01 with pseudo-sequence HLA-B53:01. The binding affinity (normalized) is 0. (3) The peptide sequence is RGKLKRRAI. The MHC is HLA-B15:17 with pseudo-sequence HLA-B15:17. The binding affinity (normalized) is 0.0847. (4) The peptide sequence is YKSRCYVGL. The MHC is HLA-A02:01 with pseudo-sequence HLA-A02:01. The binding affinity (normalized) is 0.0847. (5) The peptide sequence is YFPDWQNYT. The MHC is HLA-B54:01 with pseudo-sequence HLA-B54:01. The binding affinity (normalized) is 0.00248. (6) The peptide sequence is TTLPVNVAF. The MHC is HLA-A01:01 with pseudo-sequence HLA-A01:01. The binding affinity (normalized) is 0.0847. (7) The peptide sequence is APSYRNFSF. The MHC is HLA-A26:01 with pseudo-sequence HLA-A26:01. The binding affinity (normalized) is 0.0847.